Dataset: Peptide-MHC class I binding affinity with 185,985 pairs from IEDB/IMGT. Task: Regression. Given a peptide amino acid sequence and an MHC pseudo amino acid sequence, predict their binding affinity value. This is MHC class I binding data. The peptide sequence is NPAACSYMV. The MHC is HLA-B27:03 with pseudo-sequence HLA-B27:03. The binding affinity (normalized) is 0.0847.